Dataset: Catalyst prediction with 721,799 reactions and 888 catalyst types from USPTO. Task: Predict which catalyst facilitates the given reaction. (1) Reactant: [F:1][C:2]1[C:10]([F:11])=[CH:9][C:8]([F:12])=[C:7]([F:13])[C:3]=1[C:4](O)=[O:5].P(Cl)(Cl)(Cl)(Cl)Cl.[N-:20]=[N+:21]=[N-:22].[Na+]. Product: [F:1][C:2]1[C:10]([F:11])=[CH:9][C:8]([F:12])=[C:7]([F:13])[C:3]=1[C:4]([N:20]=[N+:21]=[N-:22])=[O:5]. The catalyst class is: 280. (2) Reactant: CC(C[AlH]CC(C)C)C.C([O:12][C:13]([C@@H:15]1[CH2:19][C:18]([C:20]2[CH:25]=[CH:24][C:23](C)=[CH:22][N:21]=2)=[C:17]([CH3:27])[C@H:16]1[O:28][Si:29]([CH2:34][CH3:35])([CH2:32][CH3:33])[CH2:30][CH3:31])=O)C. Product: [CH3:27][C:17]1[C@@H:16]([O:28][Si:29]([CH2:30][CH3:31])([CH2:34][CH3:35])[CH2:32][CH3:33])[C@H:15]([CH:13]=[O:12])[CH2:19][C:18]=1[C:20]1[CH:25]=[CH:24][CH:23]=[CH:22][N:21]=1. The catalyst class is: 11.